From a dataset of Full USPTO retrosynthesis dataset with 1.9M reactions from patents (1976-2016). Predict the reactants needed to synthesize the given product. (1) Given the product [CH3:23][O:22][CH2:17][NH:13][C:7]([C:4]1[O:5][CH:6]=[C:2]([Br:1])[CH:3]=1)=[O:8], predict the reactants needed to synthesize it. The reactants are: [Br:1][C:2]1[CH:3]=[C:4]([C:7](Cl)=[O:8])[O:5][CH:6]=1.C([N:13]([CH2:17]C)C(C)C)(C)C.Cl.CN[O:22][CH3:23]. (2) Given the product [CH3:1][C:2]1([CH3:14])[O:6][C:5](=[O:7])[N:4]([C:16]2[CH:17]=[C:18]3[C:23](=[CH:24][CH:25]=2)[C:22](=[O:26])[NH:21][CH2:20][CH2:19]3)[C@H:3]1[C:8]1[CH:9]=[CH:10][CH:11]=[CH:12][CH:13]=1, predict the reactants needed to synthesize it. The reactants are: [CH3:1][C:2]1([CH3:14])[O:6][C:5](=[O:7])[NH:4][C@H:3]1[C:8]1[CH:13]=[CH:12][CH:11]=[CH:10][CH:9]=1.Br[C:16]1[CH:17]=[C:18]2[C:23](=[CH:24][CH:25]=1)[C:22](=[O:26])[NH:21][CH2:20][CH2:19]2. (3) The reactants are: [CH:1]([C:4]1[CH:5]=[CH:6][C:7]([S:10]([N:13]([CH2:21][C:22](O)=[O:23])[C:14]2[CH:19]=[CH:18][C:17]([CH3:20])=[CH:16][CH:15]=2)(=[O:12])=[O:11])=[N:8][CH:9]=1)([CH3:3])[CH3:2].[CH2:25]([NH:27][CH2:28][C:29]1[CH:34]=[CH:33][CH:32]=[CH:31][N:30]=1)[CH3:26]. Given the product [CH2:25]([N:27]([CH2:28][C:29]1[CH:34]=[CH:33][CH:32]=[CH:31][N:30]=1)[C:22](=[O:23])[CH2:21][N:13]([S:10]([C:7]1[CH:6]=[CH:5][C:4]([CH:1]([CH3:2])[CH3:3])=[CH:9][N:8]=1)(=[O:11])=[O:12])[C:14]1[CH:15]=[CH:16][C:17]([CH3:20])=[CH:18][CH:19]=1)[CH3:26], predict the reactants needed to synthesize it. (4) Given the product [CH2:52]([C:38]1[C:39]([O:43][C:44]2[CH:45]=[CH:46][C:47]([C:50]#[N:51])=[CH:48][CH:49]=2)=[C:40]([CH2:41][CH3:42])[N:36]([CH2:35][C:34]2[O:31][C:29]([CH3:30])=[N:32][N:33]=2)[N:37]=1)[CH3:53], predict the reactants needed to synthesize it. The reactants are: II.C1(P(C2C=CC=CC=2)C2C=CC=CC=2)C=CC=CC=1.C(N(CC)CC)C.[C:29]([NH:32][NH:33][C:34](=O)[CH2:35][N:36]1[C:40]([CH2:41][CH3:42])=[C:39]([O:43][C:44]2[CH:49]=[CH:48][C:47]([C:50]#[N:51])=[CH:46][CH:45]=2)[C:38]([CH2:52][CH3:53])=[N:37]1)(=[O:31])[CH3:30].